This data is from Forward reaction prediction with 1.9M reactions from USPTO patents (1976-2016). The task is: Predict the product of the given reaction. (1) Given the reactants FC(F)(F)C1C=C(C=CC=1)CCO.[F:14][C:15]([F:26])([F:25])[C:16]1[CH:24]=[CH:23][C:19]([CH2:20][CH2:21][OH:22])=[CH:18][CH:17]=1, predict the reaction product. The product is: [F:14][C:15]([F:25])([F:26])[C:16]1[CH:17]=[CH:18][C:19]([CH2:20][CH:21]=[O:22])=[CH:23][CH:24]=1. (2) Given the reactants Cl.C[N:3](C)CCCN=C=NCC.O[N:14]1[C:18]2[CH:19]=[CH:20][CH:21]=[CH:22][C:17]=2N=N1.N1C=CC=C(C[CH2:30][C:31](O)=[O:32])C=1.[F:34][C:35]1[CH:36]=[N:37][C:38]([O:50][C:51]2[CH:56]=[CH:55][CH:54]=[C:53]([S:57][CH3:58])[CH:52]=2)=[C:39]([CH:49]=1)[C:40]([NH:42][CH:43]1[CH2:48][CH2:47][NH:46][CH2:45][CH2:44]1)=[O:41].CN1CCOCC1, predict the reaction product. The product is: [NH3:3].[F:34][C:35]1[CH:36]=[N:37][C:38]([O:50][C:51]2[CH:56]=[CH:55][CH:54]=[C:53]([S:57][CH3:58])[CH:52]=2)=[C:39]([CH:49]=1)[C:40]([NH:42][CH:43]1[CH2:44][CH2:45][N:46]([C:31](=[O:32])[CH2:30][CH2:17][C:22]2[CH:21]=[CH:20][CH:19]=[CH:18][N:14]=2)[CH2:47][CH2:48]1)=[O:41]. (3) The product is: [ClH:15].[NH2:23][CH2:24][C@@H:25]([C:30]1[CH:35]=[CH:34][C:33]([Cl:36])=[C:32]([Cl:15])[CH:31]=1)[CH2:26][C:27]([OH:29])=[O:28]. Given the reactants N(OC(C)(C)C)=O.NC1C=C([C@@H]2CNC(=O)C2)C=CC=1[Cl:15].Cl.[NH2:23][CH2:24][C@@H:25]([C:30]1[CH:35]=[CH:34][C:33]([Cl:36])=[C:32](Br)[CH:31]=1)[CH2:26][C:27]([OH:29])=[O:28], predict the reaction product. (4) Given the reactants C[O:2][C:3](=[O:35])[CH2:4][CH2:5][CH2:6][C:7]1[CH:12]=[CH:11][C:10]([N:13]2[C:20](=[S:21])[N:19]([C:22]3[CH:27]=[CH:26][C:25]([C:28]#[N:29])=[C:24]([C:30]([F:33])([F:32])[F:31])[CH:23]=3)[C:18](=[O:34])[C:14]32[CH2:17][CH2:16][CH2:15]3)=[CH:9][CH:8]=1.[OH-].[Na+], predict the reaction product. The product is: [C:28]([C:25]1[CH:26]=[CH:27][C:22]([N:19]2[C:18](=[O:34])[C:14]3([CH2:15][CH2:16][CH2:17]3)[N:13]([C:10]3[CH:9]=[CH:8][C:7]([CH2:6][CH2:5][CH2:4][C:3]([OH:35])=[O:2])=[CH:12][CH:11]=3)[C:20]2=[S:21])=[CH:23][C:24]=1[C:30]([F:31])([F:32])[F:33])#[N:29]. (5) Given the reactants [Br:1][C:2]1[CH:7]=[CH:6][C:5]([C:8](=[O:10])[CH3:9])=[C:4]([CH3:11])[CH:3]=1.[Br-:12].[Br-].[Br-].C1([N+](C)(C)C)C=CC=CC=1.C1([N+](C)(C)C)C=CC=CC=1.C1([N+](C)(C)C)C=CC=CC=1, predict the reaction product. The product is: [Br:12][CH2:9][C:8]([C:5]1[CH:6]=[CH:7][C:2]([Br:1])=[CH:3][C:4]=1[CH3:11])=[O:10].